This data is from Reaction yield outcomes from USPTO patents with 853,638 reactions. The task is: Predict the reaction yield, written as a fraction of the theoretical maximum amount of product (1.0 means a 100% yield; for example, 0.34 means a 34% yield). (1) The reactants are Cl.[NH2:2][C:3]1([CH3:11])[CH2:9][CH2:8][C:7](=[O:10])[NH:6][C:4]1=[O:5].[N+:12]([C:15]1[CH:25]=[CH:24][CH:23]=[C:17]2[C:18]([O:20][C:21](=O)[C:16]=12)=[O:19])([O-:14])=[O:13].C([O-])(=O)C.[Na+]. The catalyst is C(O)(=O)C. The product is [N+:12]([C:15]1[CH:25]=[CH:24][CH:23]=[C:17]2[C:18]([N:2]([C:3]3([CH3:11])[CH2:9][CH2:8][C:7](=[O:10])[NH:6][C:4]3=[O:5])[C:21](=[O:20])[C:16]=12)=[O:19])([O-:14])=[O:13]. The yield is 0.680. (2) The reactants are [Br:1][C:2]1[N:7]=[CH:6][C:5]([NH2:8])=[CH:4][CH:3]=1.[I:9]I.CCCCCC. The catalyst is CCO.[O-]S([O-])(=O)=O.[Ag+].[Ag+]. The product is [Br:1][C:2]1[N:7]=[C:6]([I:9])[C:5]([NH2:8])=[CH:4][CH:3]=1. The yield is 0.650. (3) The reactants are Cl.[CH:2]([C:5]1[CH:18]=[C:17]2[C:8]([N:9]3[C:14]([CH2:15][O:16]2)=[N:13][NH:12][C:11](=[O:19])[C@H:10]3[CH3:20])=[CH:7][C:6]=1[C@H:21]([C:23]1([CH3:27])[CH2:26][NH:25][CH2:24]1)[CH3:22])([CH3:4])[CH3:3].C=O.[BH3-][C:31]#N.[Na+]. The catalyst is CO.C(O)(=O)C. The product is [CH3:31][N:25]1[CH2:24][C:23]([C@@H:21]([C:6]2[CH:7]=[C:8]3[C:17](=[CH:18][C:5]=2[CH:2]([CH3:3])[CH3:4])[O:16][CH2:15][C:14]2[N:9]3[C@H:10]([CH3:20])[C:11](=[O:19])[NH:12][N:13]=2)[CH3:22])([CH3:27])[CH2:26]1. The yield is 0.840. (4) The yield is 0.450. The reactants are [CH3:1][O:2][C:3](=[O:42])[CH2:4][C@H:5]([OH:41])[CH2:6][C:7](=[O:40])[CH:8]=[CH:9][C:10]1[N:11]([CH:37]([CH3:39])[CH3:38])[C:12]([C:28](=[O:36])[NH:29][C:30]2[CH:35]=[CH:34][CH:33]=[CH:32][CH:31]=2)=[C:13]([C:22]2[CH:27]=[CH:26][CH:25]=[CH:24][CH:23]=2)[C:14]=1[C:15]1[CH:20]=[CH:19][C:18]([F:21])=[CH:17][CH:16]=1.C(B(CC)OC)C.[BH4-].[Na+]. The product is [CH3:1][O:2][C:3](=[O:42])[CH2:4][C@H:5]([OH:41])[CH2:6][C@H:7]([OH:40])[CH:8]=[CH:9][C:10]1[N:11]([CH:37]([CH3:38])[CH3:39])[C:12]([C:28](=[O:36])[NH:29][C:30]2[CH:35]=[CH:34][CH:33]=[CH:32][CH:31]=2)=[C:13]([C:22]2[CH:27]=[CH:26][CH:25]=[CH:24][CH:23]=2)[C:14]=1[C:15]1[CH:20]=[CH:19][C:18]([F:21])=[CH:17][CH:16]=1. The catalyst is C1COCC1.CO.C(O)(=O)C. (5) The reactants are [C:1]([O:5][C:6]([N:8]([CH2:28][O:29][CH2:30][CH2:31][Si:32]([CH3:35])([CH3:34])[CH3:33])[C:9]1[S:10][C:11]([C:24]([O:26][CH3:27])=[O:25])=[CH:12][C@:13]([C:16]2[CH:21]=[CH:20][CH:19]=[C:18]([F:22])[C:17]=2[F:23])([CH3:15])[N:14]=1)=[O:7])([CH3:4])([CH3:3])[CH3:2].[CH3:36]S(C)(=O)=C. The catalyst is C1COCC1. The product is [C:1]([O:5][C:6]([N:8]([CH2:28][O:29][CH2:30][CH2:31][Si:32]([CH3:34])([CH3:35])[CH3:33])[C:9]1[S:10][C@:11]2([C:24]([O:26][CH3:27])=[O:25])[C@H:12]([C@:13]([C:16]3[CH:21]=[CH:20][CH:19]=[C:18]([F:22])[C:17]=3[F:23])([CH3:15])[N:14]=1)[CH2:36]2)=[O:7])([CH3:4])([CH3:3])[CH3:2]. The yield is 0.800. (6) The reactants are CC1(C)[O:6][C:5](=O)[C@H:4]([C@@H:8]([C:13]([N:15]2[CH2:20][CH2:19][N:18]([C:21]3[S:25][N:24]=[C:23]([C:26]4[CH:31]=[CH:30][CH:29]=[CH:28][CH:27]=4)[N:22]=3)[CH2:17][CH2:16]2)=[O:14])[CH2:9][CH:10]([CH3:12])[CH3:11])[O:3]1.[NH2:33][OH:34]. The catalyst is CC(O)C. The product is [OH:34][NH:33][C:5](=[O:6])[C@@H:4]([OH:3])[C@@H:8]([C:13]([N:15]1[CH2:16][CH2:17][N:18]([C:21]2[S:25][N:24]=[C:23]([C:26]3[CH:31]=[CH:30][CH:29]=[CH:28][CH:27]=3)[N:22]=2)[CH2:19][CH2:20]1)=[O:14])[CH2:9][CH:10]([CH3:12])[CH3:11]. The yield is 1.00. (7) The reactants are Cl.[O:2]=[C:3]1[NH:12][C:11]2[N:10]=[CH:9][C:8](/[CH:13]=[CH:14]/[C:15]([OH:17])=O)=[CH:7][C:6]=2[CH2:5][CH2:4]1.Cl.[O:19]([CH:26]1[CH2:29][NH:28][CH2:27]1)[C:20]1[CH:25]=[CH:24][CH:23]=[CH:22][CH:21]=1.CCN(C(C)C)C(C)C.CCN=C=NCCCN(C)C. The catalyst is CN(C=O)C. The product is [O:17]=[C:15]([N:28]1[CH2:27][CH:26]([O:19][C:20]2[CH:25]=[CH:24][CH:23]=[CH:22][CH:21]=2)[CH2:29]1)/[CH:14]=[CH:13]/[C:8]1[CH:7]=[C:6]2[C:11](=[N:10][CH:9]=1)[NH:12][C:3](=[O:2])[CH2:4][CH2:5]2. The yield is 0.360. (8) The reactants are [CH:1]1([NH:6][C:7]2[N:11]3[N:12]=[CH:13][C:14]([C:15]#[N:16])=[C:10]3[NH:9][C:8]=2[C:17]2[CH:22]=[CH:21][C:20]([O:23][CH3:24])=[CH:19][C:18]=2[O:25][CH3:26])[CH2:5][CH2:4][CH2:3][CH2:2]1.[OH2:27]. The product is [NH2:9][C:10]1[N:11](/[C:7](=[N:6]/[CH:1]2[CH2:5][CH2:4][CH2:3][CH2:2]2)/[C:8]([C:17]2[CH:22]=[CH:21][C:20]([O:23][CH3:24])=[CH:19][C:18]=2[O:25][CH3:26])=[O:27])[N:12]=[CH:13][C:14]=1[C:15]#[N:16]. The catalyst is CS(C)=O. The yield is 0.197.